This data is from HIV replication inhibition screening data with 41,000+ compounds from the AIDS Antiviral Screen. The task is: Binary Classification. Given a drug SMILES string, predict its activity (active/inactive) in a high-throughput screening assay against a specified biological target. (1) The compound is CCOc1csc(C2CCC3C4CC=C5CC(OC(C)=O)CCC5(C)C4CCC23C)n1. The result is 0 (inactive). (2) The drug is COc1cc(C2c3cc4c(cc3OC3(OC)COC(=O)C23)OCO4)cc(OC)c1OC(C)=O. The result is 0 (inactive).